Dataset: Catalyst prediction with 721,799 reactions and 888 catalyst types from USPTO. Task: Predict which catalyst facilitates the given reaction. Reactant: [CH2:1]([N:8]1[C:20]2[CH:19]=[C:18]3[C:13]([CH:14]=[CH:15][N:16]=[C:17]3OS(C(F)(F)F)(=O)=O)=[CH:12][C:11]=2[CH2:10][CH2:9]1)[C:2]1[CH:7]=[CH:6][CH:5]=[CH:4][CH:3]=1.C[Sn](C)(C)[C:31]1[CH2:32][CH2:33][N:34]([C:37]([O:39][C:40]([CH3:43])([CH3:42])[CH3:41])=[O:38])[CH2:35][CH:36]=1. Product: [CH2:1]([N:8]1[C:20]2[CH:19]=[C:18]3[C:13]([CH:14]=[CH:15][N:16]=[C:17]3[C:31]3[CH2:32][CH2:33][N:34]([C:37]([O:39][C:40]([CH3:43])([CH3:42])[CH3:41])=[O:38])[CH2:35][CH:36]=3)=[CH:12][C:11]=2[CH2:10][CH2:9]1)[C:2]1[CH:7]=[CH:6][CH:5]=[CH:4][CH:3]=1. The catalyst class is: 654.